From a dataset of Forward reaction prediction with 1.9M reactions from USPTO patents (1976-2016). Predict the product of the given reaction. Given the reactants Br[C:2]1[CH:3]=[C:4]2[C:8](=[CH:9][CH:10]=1)[CH:7]([NH:11][C:12](=[O:21])[O:13][CH2:14][C:15]1[CH:20]=[CH:19][CH:18]=[CH:17][CH:16]=1)[CH2:6][CH2:5]2.[C:22](=[O:25])([O-])[O-:23].[Na+].[Na+].[CH3:28]N(C=O)C, predict the reaction product. The product is: [CH2:14]([O:13][C:12]([NH:11][CH:7]1[C:8]2[C:4](=[CH:3][C:2]([C:22]([O:23][CH3:28])=[O:25])=[CH:10][CH:9]=2)[CH2:5][CH2:6]1)=[O:21])[C:15]1[CH:20]=[CH:19][CH:18]=[CH:17][CH:16]=1.